From a dataset of Catalyst prediction with 721,799 reactions and 888 catalyst types from USPTO. Predict which catalyst facilitates the given reaction. (1) Reactant: [N:1]1([NH:10][C:11]([C:13]2[CH2:14][N:15]([CH2:19][CH2:20][N:21]3[CH2:26][CH2:25][N:24]([CH2:27][CH2:28][O:29][Si](C(C)(C)C)(C)C)[CH2:23][CH2:22]3)[CH2:16][CH2:17][CH:18]=2)=[O:12])[C:9]2[C:4](=[CH:5][CH:6]=[CH:7][CH:8]=2)[CH:3]=[CH:2]1.[F-].C([N+](CCCC)(CCCC)CCCC)CCC. Product: [N:1]1([NH:10][C:11]([C:13]2[CH2:14][N:15]([CH2:19][CH2:20][N:21]3[CH2:22][CH2:23][N:24]([CH2:27][CH2:28][OH:29])[CH2:25][CH2:26]3)[CH2:16][CH2:17][CH:18]=2)=[O:12])[C:9]2[C:4](=[CH:5][CH:6]=[CH:7][CH:8]=2)[CH:3]=[CH:2]1. The catalyst class is: 1. (2) Reactant: Cl[CH2:2][C:3]1[O:7][C:6]([C:8]2[CH:13]=[CH:12][C:11]([O:14][CH3:15])=[CH:10][CH:9]=2)=[N:5][C:4]=1[CH2:16][O:17][CH:18]1[CH2:23][CH2:22][CH2:21][CH2:20][O:19]1.[Cl:24][C:25]1[CH:32]=[C:31]([OH:33])[CH:30]=[CH:29][C:26]=1[C:27]#[N:28].C(=O)([O-])[O-].[Cs+].[Cs+]. Product: [Cl:24][C:25]1[CH:32]=[C:31]([O:33][CH2:2][C:3]2[O:7][C:6]([C:8]3[CH:13]=[CH:12][C:11]([O:14][CH3:15])=[CH:10][CH:9]=3)=[N:5][C:4]=2[CH2:16][O:17][CH:18]2[CH2:23][CH2:22][CH2:21][CH2:20][O:19]2)[CH:30]=[CH:29][C:26]=1[C:27]#[N:28]. The catalyst class is: 42. (3) Reactant: [Cl:1][C:2]1[CH:7]=[CH:6][C:5]([OH:8])=[C:4]([C:9]#[C:10][C:11]2[CH:16]=[C:15]([S:17]([CH2:20][CH2:21][CH3:22])(=[O:19])=[O:18])[CH:14]=[CH:13][C:12]=2[CH3:23])[CH:3]=1.Br[CH:25]([CH2:31][CH3:32])[C:26]([O:28][CH2:29][CH3:30])=[O:27].C([O-])([O-])=O.[K+].[K+].O. Product: [Cl:1][C:2]1[CH:7]=[CH:6][C:5]([O:8][CH:25]([CH2:31][CH3:32])[C:26]([O:28][CH2:29][CH3:30])=[O:27])=[C:4]([C:9]#[C:10][C:11]2[CH:16]=[C:15]([S:17]([CH2:20][CH2:21][CH3:22])(=[O:19])=[O:18])[CH:14]=[CH:13][C:12]=2[CH3:23])[CH:3]=1. The catalyst class is: 57.